From a dataset of Reaction yield outcomes from USPTO patents with 853,638 reactions. Predict the reaction yield, written as a fraction of the theoretical maximum amount of product (1.0 means a 100% yield; for example, 0.34 means a 34% yield). (1) The reactants are [CH3:1][O:2][C:3]([C:5]1[N:6]([CH3:10])[CH:7]=[N:8][CH:9]=1)=[O:4].[CH2:11]=[O:12].ClCCl. The catalyst is CO. The product is [CH3:1][O:2][C:3]([C:5]1[N:6]([CH3:10])[C:7]([CH2:11][OH:12])=[N:8][CH:9]=1)=[O:4]. The yield is 0.560. (2) The reactants are [C:1]([C:4]1[S:8][C:7]([N:9]2[CH2:13][CH2:12][N:11]([CH2:14][C:15]3[CH:20]=[CH:19][C:18]([C:21]([N:23]4[CH2:28][CH2:27][CH2:26][CH2:25][CH2:24]4)=[O:22])=[CH:17][CH:16]=3)[C:10]2=[O:29])=[N:6][C:5]=1[CH3:30])(=O)[CH3:2].CO[C:33](OC)([N:35](C)C)[CH3:34].O.[NH2:41]N. The catalyst is CN(C)C(=O)C.C(OCC)(=O)C. The product is [CH3:30][C:5]1[N:6]=[C:7]([N:9]2[CH2:13][CH2:12][N:11]([CH2:14][C:15]3[CH:16]=[CH:17][C:18]([C:21]([N:23]4[CH2:24][CH2:25][CH2:26][CH2:27][CH2:28]4)=[O:22])=[CH:19][CH:20]=3)[C:10]2=[O:29])[S:8][C:4]=1[C:1]1[NH:41][N:35]=[C:33]([CH3:34])[CH:2]=1. The yield is 0.460.